Dataset: Forward reaction prediction with 1.9M reactions from USPTO patents (1976-2016). Task: Predict the product of the given reaction. (1) Given the reactants [F:1][C:2]([F:16])([C:6]1[CH:11]=[CH:10][CH:9]=[CH:8][C:7]=1[O:12][CH:13]([CH3:15])[CH3:14])[C:3]([OH:5])=O.P(Cl)(Cl)(Cl)=O.Cl.[NH2:23][CH2:24][C:25]1[CH:26]=[C:27]2[C:31](=[CH:32][CH:33]=1)[C:30](=[O:34])[N:29]([CH:35]1[CH2:40][CH2:39][C:38](=[O:41])[NH:37][C:36]1=[O:42])[CH2:28]2.C(=O)(O)[O-].[Na+], predict the reaction product. The product is: [O:42]=[C:36]1[CH:35]([N:29]2[CH2:28][C:27]3[C:31](=[CH:32][CH:33]=[C:25]([CH2:24][NH:23][C:3](=[O:5])[C:2]([F:1])([F:16])[C:6]4[CH:11]=[CH:10][CH:9]=[CH:8][C:7]=4[O:12][CH:13]([CH3:15])[CH3:14])[CH:26]=3)[C:30]2=[O:34])[CH2:40][CH2:39][C:38](=[O:41])[NH:37]1. (2) Given the reactants [CH:1]1([NH2:5])[CH2:4][CH2:3][CH2:2]1.Br[CH2:7][C:8]([O:10][C:11]([CH3:14])([CH3:13])[CH3:12])=[O:9].C(=O)([O-])[O-].[K+].[K+].O, predict the reaction product. The product is: [CH:1]1([NH:5][CH2:7][C:8]([O:10][C:11]([CH3:14])([CH3:13])[CH3:12])=[O:9])[CH2:4][CH2:3][CH2:2]1.